This data is from Catalyst prediction with 721,799 reactions and 888 catalyst types from USPTO. The task is: Predict which catalyst facilitates the given reaction. (1) Reactant: C[O:2][C:3](=O)[CH2:4][C:5]1[C:10]([N+:11]([O-])=O)=[CH:9][CH:8]=[CH:7][C:6]=1[N+:14]([O-:16])=[O:15].O.C(OCC)(=O)C. Product: [N+:14]([C:6]1[C:5]2[C:10]([CH:9]=[CH:8][CH:7]=1)=[N:11][C:3](=[O:2])[CH:4]=2)([O-:16])=[O:15]. The catalyst class is: 180. (2) The catalyst class is: 5. Reactant: [C:1]([O:5][C:6]([CH:8]1[CH2:13][CH2:12][N:11]([C:14]2[C:23]([Cl:24])=[CH:22][C:17]([C:18]([O:20]C)=[O:19])=[C:16]([CH2:25][N:26]3[CH2:30][CH2:29][CH2:28][C:27]3=[O:31])[N:15]=2)[CH2:10][CH2:9]1)=[O:7])([CH3:4])([CH3:3])[CH3:2].[OH-].[Na+]. Product: [C:1]([O:5][C:6]([CH:8]1[CH2:13][CH2:12][N:11]([C:14]2[C:23]([Cl:24])=[CH:22][C:17]([C:18]([OH:20])=[O:19])=[C:16]([CH2:25][N:26]3[CH2:30][CH2:29][CH2:28][C:27]3=[O:31])[N:15]=2)[CH2:10][CH2:9]1)=[O:7])([CH3:4])([CH3:2])[CH3:3]. (3) Reactant: [H-].[Al+3].[Li+].[H-].[H-].[H-].[CH3:7][C:8]1[O:9][C:10]([C:14](OCC)=[O:15])=[C:11]([CH3:13])[N:12]=1.O.[OH-].[Na+]. Product: [CH3:7][C:8]1[O:9][C:10]([CH2:14][OH:15])=[C:11]([CH3:13])[N:12]=1. The catalyst class is: 7. (4) Reactant: [C:1]([C:3]1([CH3:20])[C:12]2[C:7](=[CH:8][CH:9]=[CH:10][CH:11]=2)[C:6]([OH:13])=[C:5]([C:14](OCC)=[O:15])[C:4]1=[O:19])#[N:2].Cl.[C:22]([O:26][C:27](=[O:30])[CH2:28][NH2:29])([CH3:25])([CH3:24])[CH3:23]. Product: [C:1]([C:3]1([CH3:20])[C:12]2[C:7](=[CH:8][CH:9]=[CH:10][CH:11]=2)[C:6]([OH:13])=[C:5]([C:14]([NH:29][CH2:28][C:27]([O:26][C:22]([CH3:25])([CH3:24])[CH3:23])=[O:30])=[O:15])[C:4]1=[O:19])#[N:2]. The catalyst class is: 12. (5) Reactant: Cl[CH:2]([C:15](=O)[CH3:16])[CH2:3][C:4]1[CH:9]=[CH:8][C:7]([Cl:10])=[C:6]([C:11]([F:14])([F:13])[F:12])[CH:5]=1.[CH3:18][O:19][C:20]1[CH:21]=[C:22]([NH:32][C:33]([NH2:35])=[S:34])[CH:23]=[CH:24][C:25]=1[N:26]1[CH:30]=[C:29]([CH3:31])[N:28]=[CH:27]1. Product: [Cl:10][C:7]1[CH:8]=[CH:9][C:4]([CH2:3][C:2]2[S:34][C:33]([NH:32][C:22]3[CH:23]=[CH:24][C:25]([N:26]4[CH:30]=[C:29]([CH3:31])[N:28]=[CH:27]4)=[C:20]([O:19][CH3:18])[CH:21]=3)=[N:35][C:15]=2[CH3:16])=[CH:5][C:6]=1[C:11]([F:14])([F:13])[F:12]. The catalyst class is: 8. (6) Reactant: [OH-].[K+].[NH2:3][C:4]1[C:12]2[C:11]([C:13]3[CH:18]=[CH:17][CH:16]=[C:15]([NH2:19])[CH:14]=3)=[N:10][C:9]([C:20]3[CH:25]=[CH:24][CH:23]=[CH:22][CH:21]=3)=[N:8][C:7]=2[S:6][C:5]=1[C:26]([O:28]CC)=[O:27]. Product: [NH2:3][C:4]1[C:12]2[C:11]([C:13]3[CH:18]=[CH:17][CH:16]=[C:15]([NH2:19])[CH:14]=3)=[N:10][C:9]([C:20]3[CH:25]=[CH:24][CH:23]=[CH:22][CH:21]=3)=[N:8][C:7]=2[S:6][C:5]=1[C:26]([OH:28])=[O:27]. The catalyst class is: 38. (7) Reactant: [NH:1]1[CH2:6][CH2:5][O:4][CH2:3][CH2:2]1.Cl[C:8]1[CH:17]=[C:16]([N:18]2[CH:22]=[CH:21][C:20]([C:23]([F:26])([F:25])[F:24])=[N:19]2)[C:15]2[C:10](=[CH:11][CH:12]=[CH:13][CH:14]=2)[N:9]=1. Product: [N:1]1([C:8]2[CH:17]=[C:16]([N:18]3[CH:22]=[CH:21][C:20]([C:23]([F:26])([F:24])[F:25])=[N:19]3)[C:15]3[C:10](=[CH:11][CH:12]=[CH:13][CH:14]=3)[N:9]=2)[CH2:6][CH2:5][O:4][CH2:3][CH2:2]1. The catalyst class is: 41.